Predict which catalyst facilitates the given reaction. From a dataset of Catalyst prediction with 721,799 reactions and 888 catalyst types from USPTO. (1) Reactant: C1(P(C2C=CC=CC=2)C2C=CC=CC=2)C=CC=CC=1.O[CH2:21][CH2:22][S:23]([C:26]1[CH:33]=[CH:32][C:29]([C:30]#[N:31])=[CH:28][CH:27]=1)(=[O:25])=[O:24].C(Br)(Br)(Br)[Br:35]. Product: [Br:35][CH2:21][CH2:22][S:23]([C:26]1[CH:33]=[CH:32][C:29]([C:30]#[N:31])=[CH:28][CH:27]=1)(=[O:25])=[O:24]. The catalyst class is: 4. (2) Reactant: FC(F)(F)C(O)=O.[NH2:8][CH2:9][CH2:10][CH2:11][CH:12]1[CH2:17][CH2:16][N:15]([C:18]2[C:19]3[S:26][C:25]([C:27]([NH2:29])=[O:28])=[CH:24][C:20]=3[N:21]=[CH:22][N:23]=2)[CH2:14][CH2:13]1.C(=O)([O-])[O-].[Na+].[Na+].[C:36](Cl)(=[O:41])[C:37]([CH3:40])([CH3:39])[CH3:38]. Product: [C:36]([NH:8][CH2:9][CH2:10][CH2:11][CH:12]1[CH2:17][CH2:16][N:15]([C:18]2[C:19]3[S:26][C:25]([C:27]([NH2:29])=[O:28])=[CH:24][C:20]=3[N:21]=[CH:22][N:23]=2)[CH2:14][CH2:13]1)(=[O:41])[C:37]([CH3:40])([CH3:39])[CH3:38]. The catalyst class is: 161. (3) Reactant: [Br:1][C:2]1[CH:3]=[C:4](I)[CH:5]=[CH:6][CH:7]=1.C1([Mg]Cl)CCCCC1.[NH2:17][C:18]1[N:22]([C:23]2[CH:24]=[C:25]([CH:32]=[CH:33][C:34]=2[CH3:35])[C:26]([NH:28][CH:29]2[CH2:31][CH2:30]2)=[O:27])[CH:21]=[N:20][C:19]=1[C:36]#N.Cl.C([O-])([O-])=[O:40].[K+].[K+]. Product: [NH2:17][C:18]1[N:22]([C:23]2[CH:24]=[C:25]([CH:32]=[CH:33][C:34]=2[CH3:35])[C:26]([NH:28][CH:29]2[CH2:31][CH2:30]2)=[O:27])[CH:21]=[N:20][C:19]=1[C:36](=[O:40])[C:4]1[CH:5]=[CH:6][CH:7]=[C:2]([Br:1])[CH:3]=1. The catalyst class is: 1.